Dataset: Peptide-MHC class II binding affinity with 134,281 pairs from IEDB. Task: Regression. Given a peptide amino acid sequence and an MHC pseudo amino acid sequence, predict their binding affinity value. This is MHC class II binding data. (1) The peptide sequence is SQDLERSWNLNGLQAY. The MHC is DRB1_0401 with pseudo-sequence DRB1_0401. The binding affinity (normalized) is 0.716. (2) The peptide sequence is AAIAAVKEEAF. The MHC is HLA-DQA10501-DQB10201 with pseudo-sequence HLA-DQA10501-DQB10201. The binding affinity (normalized) is 0. (3) The peptide sequence is DIKVQFQSGGNNSPA. The MHC is DRB1_1101 with pseudo-sequence DRB1_1101. The binding affinity (normalized) is 0. (4) The peptide sequence is DVLSQPMLPHTWDGS. The MHC is HLA-DQA10301-DQB10302 with pseudo-sequence HLA-DQA10301-DQB10302. The binding affinity (normalized) is 0. (5) The peptide sequence is TARRHLAEGKVDTGV. The MHC is HLA-DQA10102-DQB10501 with pseudo-sequence HLA-DQA10102-DQB10501. The binding affinity (normalized) is 0. (6) The peptide sequence is GQVVTYALNTFTNLAVQL. The MHC is DRB1_0405 with pseudo-sequence DRB1_0405. The binding affinity (normalized) is 0.216. (7) The peptide sequence is LIGNGGAGGAGGVGA. The MHC is HLA-DQA10401-DQB10402 with pseudo-sequence HLA-DQA10401-DQB10402. The binding affinity (normalized) is 0.0872. (8) The peptide sequence is WASVKKDLISYGGGW. The MHC is DRB1_0701 with pseudo-sequence DRB1_0701. The binding affinity (normalized) is 0.282. (9) The peptide sequence is LLNAKFFHMNIYECK. The MHC is HLA-DQA10501-DQB10201 with pseudo-sequence HLA-DQA10501-DQB10201. The binding affinity (normalized) is 0.0240.